From a dataset of Forward reaction prediction with 1.9M reactions from USPTO patents (1976-2016). Predict the product of the given reaction. The product is: [ClH:1].[Cl:1][C:2]1[CH:22]=[CH:21][C:20]([Cl:23])=[CH:19][C:3]=1[O:4][CH:5]([CH2:17][CH3:18])[CH2:6][CH2:7][NH:8][CH3:9]. Given the reactants [Cl:1][C:2]1[CH:22]=[CH:21][C:20]([Cl:23])=[CH:19][C:3]=1[O:4][CH:5]([CH2:17][CH3:18])[CH2:6][CH2:7][N:8](C)[C:9](=O)OC(C)(C)C, predict the reaction product.